This data is from Forward reaction prediction with 1.9M reactions from USPTO patents (1976-2016). The task is: Predict the product of the given reaction. (1) The product is: [O:18]1[C:23]2[CH:24]=[CH:25][C:26](/[CH:28]=[C:11]3/[C:12](=[O:13])[N:8]([C:3]4[CH:4]=[CH:5][CH:6]=[CH:7][C:2]=4[CH3:1])/[C:9](=[N:14]/[CH:15]([CH3:17])[CH3:16])/[S:10]/3)=[CH:27][C:22]=2[O:21][CH2:20][CH2:19]1. Given the reactants [CH3:1][C:2]1[CH:7]=[CH:6][CH:5]=[CH:4][C:3]=1[N:8]1[C:12](=[O:13])[CH2:11][S:10]/[C:9]/1=[N:14]\[CH:15]([CH3:17])[CH3:16].[O:18]1[C:23]2[CH:24]=[CH:25][C:26]([CH:28]=O)=[CH:27][C:22]=2[O:21][CH2:20][CH2:19]1.C([O-])(=O)C.[Na+], predict the reaction product. (2) Given the reactants Br[C:2]1[CH:3]=[CH:4][C:5]([C:8]2[CH2:12][CH:11]([CH2:13][S:14]([CH2:17][CH2:18][OH:19])(=[O:16])=[O:15])[O:10][N:9]=2)=[N:6][CH:7]=1.[F:20][C:21]1[CH:22]=[C:23]([N:41]2[CH2:45][C@H:44]([CH2:46][N:47]3[CH:51]=[CH:50][N:49]=[N:48]3)[O:43][C:42]2=[O:52])[CH:24]=[CH:25][C:26]=1C1C=[N+]([O-])C(C2CC(CO)ON=2)=CC=1.C(=O)([O-])[O-].[K+].[K+], predict the reaction product. The product is: [F:20][C:21]1[CH:22]=[C:23]([N:41]2[CH2:45][C@H:44]([CH2:46][N:47]3[CH:51]=[CH:50][N:49]=[N:48]3)[O:43][C:42]2=[O:52])[CH:24]=[CH:25][C:26]=1[C:2]1[CH:7]=[N:6][C:5]([C:8]2[CH2:12][CH:11]([CH2:13][S:14]([CH2:17][CH2:18][OH:19])(=[O:16])=[O:15])[O:10][N:9]=2)=[CH:4][CH:3]=1.